From a dataset of NCI-60 drug combinations with 297,098 pairs across 59 cell lines. Regression. Given two drug SMILES strings and cell line genomic features, predict the synergy score measuring deviation from expected non-interaction effect. (1) Drug 1: C#CCC(CC1=CN=C2C(=N1)C(=NC(=N2)N)N)C3=CC=C(C=C3)C(=O)NC(CCC(=O)O)C(=O)O. Drug 2: CN(C(=O)NC(C=O)C(C(C(CO)O)O)O)N=O. Cell line: HOP-62. Synergy scores: CSS=-0.956, Synergy_ZIP=0.147, Synergy_Bliss=-2.48, Synergy_Loewe=-1.19, Synergy_HSA=-7.62. (2) Drug 1: CN(C)C1=NC(=NC(=N1)N(C)C)N(C)C. Drug 2: CC1CCCC2(C(O2)CC(NC(=O)CC(C(C(=O)C(C1O)C)(C)C)O)C(=CC3=CSC(=N3)C)C)C. Cell line: NCI-H522. Synergy scores: CSS=-3.37, Synergy_ZIP=0.295, Synergy_Bliss=-0.854, Synergy_Loewe=-9.28, Synergy_HSA=-4.17. (3) Drug 1: CC(C1=C(C=CC(=C1Cl)F)Cl)OC2=C(N=CC(=C2)C3=CN(N=C3)C4CCNCC4)N. Drug 2: CCC1(CC2CC(C3=C(CCN(C2)C1)C4=CC=CC=C4N3)(C5=C(C=C6C(=C5)C78CCN9C7C(C=CC9)(C(C(C8N6C=O)(C(=O)OC)O)OC(=O)C)CC)OC)C(=O)OC)O.OS(=O)(=O)O. Cell line: A498. Synergy scores: CSS=17.4, Synergy_ZIP=-1.71, Synergy_Bliss=6.47, Synergy_Loewe=1.23, Synergy_HSA=5.05. (4) Drug 1: CC1C(C(=O)NC(C(=O)N2CCCC2C(=O)N(CC(=O)N(C(C(=O)O1)C(C)C)C)C)C(C)C)NC(=O)C3=C4C(=C(C=C3)C)OC5=C(C(=O)C(=C(C5=N4)C(=O)NC6C(OC(=O)C(N(C(=O)CN(C(=O)C7CCCN7C(=O)C(NC6=O)C(C)C)C)C)C(C)C)C)N)C. Drug 2: C1=NC2=C(N=C(N=C2N1C3C(C(C(O3)CO)O)F)Cl)N. Cell line: SF-295. Synergy scores: CSS=18.7, Synergy_ZIP=-2.33, Synergy_Bliss=-1.61, Synergy_Loewe=-9.72, Synergy_HSA=-3.30. (5) Drug 1: CCCCCOC(=O)NC1=NC(=O)N(C=C1F)C2C(C(C(O2)C)O)O. Synergy scores: CSS=-3.63, Synergy_ZIP=3.47, Synergy_Bliss=-1.25, Synergy_Loewe=-0.861, Synergy_HSA=-7.91. Drug 2: CCN(CC)CCNC(=O)C1=C(NC(=C1C)C=C2C3=C(C=CC(=C3)F)NC2=O)C. Cell line: U251. (6) Drug 1: C1CCN(CC1)CCOC2=CC=C(C=C2)C(=O)C3=C(SC4=C3C=CC(=C4)O)C5=CC=C(C=C5)O. Drug 2: CC1C(C(=O)NC(C(=O)N2CCCC2C(=O)N(CC(=O)N(C(C(=O)O1)C(C)C)C)C)C(C)C)NC(=O)C3=C4C(=C(C=C3)C)OC5=C(C(=O)C(=C(C5=N4)C(=O)NC6C(OC(=O)C(N(C(=O)CN(C(=O)C7CCCN7C(=O)C(NC6=O)C(C)C)C)C)C(C)C)C)N)C. Cell line: NCI-H460. Synergy scores: CSS=32.1, Synergy_ZIP=4.42, Synergy_Bliss=8.14, Synergy_Loewe=-28.3, Synergy_HSA=4.20. (7) Drug 1: CNC(=O)C1=CC=CC=C1SC2=CC3=C(C=C2)C(=NN3)C=CC4=CC=CC=N4. Drug 2: CN1C(=O)N2C=NC(=C2N=N1)C(=O)N. Cell line: SW-620. Synergy scores: CSS=4.58, Synergy_ZIP=-1.06, Synergy_Bliss=0.960, Synergy_Loewe=-1.25, Synergy_HSA=-1.40.